Predict the reaction yield, written as a fraction of the theoretical maximum amount of product (1.0 means a 100% yield; for example, 0.34 means a 34% yield). From a dataset of Reaction yield outcomes from USPTO patents with 853,638 reactions. (1) The reactants are [CH2:1]([C:3]1[C:11]([CH2:12][OH:13])=[C:6]2[CH:7]=[CH:8][CH:9]=[CH:10][N:5]2[N:4]=1)[CH3:2]. The catalyst is O1CCCC1.O=[Mn]=O. The product is [CH2:1]([C:3]1[C:11]([CH:12]=[O:13])=[C:6]2[CH:7]=[CH:8][CH:9]=[CH:10][N:5]2[N:4]=1)[CH3:2]. The yield is 0.980. (2) The reactants are [NH2:1][C:2]1[CH:10]=[CH:9][C:5]([C:6](Cl)=[O:7])=[CH:4][CH:3]=1.[NH3:11]. The catalyst is O1CCCC1. The product is [NH2:1][C:2]1[CH:10]=[CH:9][C:5]([C:6]([NH2:11])=[O:7])=[CH:4][CH:3]=1. The yield is 0.300. (3) The reactants are [Cl:1][C:2]1[CH:17]=[CH:16][C:5]([O:6][C:7]2[CH:15]=[CH:14][C:10]([C:11]([OH:13])=[O:12])=[CH:9][CH:8]=2)=[CH:4][C:3]=1[OH:18].[C:19](OC(=O)C)(=[O:21])[CH3:20]. The catalyst is N1C=CC=CC=1. The product is [C:19]([O:18][C:3]1[CH:4]=[C:5]([CH:16]=[CH:17][C:2]=1[Cl:1])[O:6][C:7]1[CH:15]=[CH:14][C:10]([C:11]([OH:13])=[O:12])=[CH:9][CH:8]=1)(=[O:21])[CH3:20]. The yield is 0.680. (4) The reactants are F[C:2]1[C:3]([CH3:22])=[N:4][C:5]2[C:10]([N:11]=1)=[C:9]([C:12]1[NH:20][C:19]3[CH2:18][CH2:17][NH:16][C:15](=[O:21])[C:14]=3[CH:13]=1)[CH:8]=[CH:7][CH:6]=2.Cl.CN.C[CH2:27][N:28](C(C)C)C(C)C. No catalyst specified. The product is [CH3:22][C:3]1[C:2]([NH:28][CH3:27])=[N:11][C:10]2[C:5](=[CH:6][CH:7]=[CH:8][C:9]=2[C:12]2[NH:20][C:19]3[CH2:18][CH2:17][NH:16][C:15](=[O:21])[C:14]=3[CH:13]=2)[N:4]=1. The yield is 0.160. (5) The reactants are [F:1][C:2]1[CH:7]=[CH:6][CH:5]=[CH:4][C:3]=1[N:8]1[C:16]2[C:11](=[C:12]([N:17]3[CH2:21][CH2:20][NH:19][C:18]3=[O:22])[CH:13]=[CH:14][CH:15]=2)[CH:10]=[N:9]1.C(N(CC)CC)C.Cl[C:31]([O:33][CH2:34][CH:35]([CH3:37])[CH3:36])=[O:32]. The catalyst is C(#N)C. The product is [F:1][C:2]1[CH:7]=[CH:6][CH:5]=[CH:4][C:3]=1[N:8]1[C:16]2[C:11](=[C:12]([N:17]3[CH2:21][CH2:20][N:19]([C:31]([O:33][CH2:34][CH:35]([CH3:37])[CH3:36])=[O:32])[C:18]3=[O:22])[CH:13]=[CH:14][CH:15]=2)[CH:10]=[N:9]1. The yield is 0.690.